Predict which catalyst facilitates the given reaction. From a dataset of Catalyst prediction with 721,799 reactions and 888 catalyst types from USPTO. (1) Reactant: [O:1]1[C:5]2[CH:6]=[CH:7][CH:8]=[CH:9][C:4]=2[N:3]=[C:2]1[C:10]1[CH:11]=[C:12]([NH:16][C:17]([C:19]2([NH2:25])[CH2:24][CH2:23][NH:22][CH2:21][CH2:20]2)=[O:18])[CH:13]=[CH:14][CH:15]=1.Cl[C:27]1[N:35]=[CH:34][N:33]=[C:32]2[C:28]=1[NH:29][C:30](=[O:36])[NH:31]2.C(N(CC)CC)C. Product: [NH3:3].[CH3:2][OH:1].[O:1]1[C:5]2[CH:6]=[CH:7][CH:8]=[CH:9][C:4]=2[N:3]=[C:2]1[C:10]1[CH:11]=[C:12]([NH:16][C:17]([C:19]2([NH2:25])[CH2:24][CH2:23][N:22]([C:27]3[N:35]=[CH:34][N:33]=[C:32]4[C:28]=3[NH:29][C:30](=[O:36])[NH:31]4)[CH2:21][CH2:20]2)=[O:18])[CH:13]=[CH:14][CH:15]=1. The catalyst class is: 51. (2) Reactant: C([O:3][C:4](=[O:34])[CH:5]=[CH:6][C:7]1[CH:12]=[CH:11][C:10]([C:13](=[O:33])[CH:14](C(OC(C)(C)C)=O)[C:15]2[C:20]([F:21])=[C:19]([F:22])[C:18]([F:23])=[C:17]([F:24])[C:16]=2[F:25])=[CH:9][CH:8]=1)C.Cl. Product: [F:21][C:20]1[C:19]([F:22])=[C:18]([F:23])[C:17]([F:24])=[C:16]([F:25])[C:15]=1[CH2:14][C:13]([C:10]1[CH:11]=[CH:12][C:7]([CH:6]=[CH:5][C:4]([OH:34])=[O:3])=[CH:8][CH:9]=1)=[O:33]. The catalyst class is: 12. (3) Product: [Br:1][C:2]1[CH:7]=[CH:6][CH:5]=[CH:4][C:3]=1[C:8]1[N:9]=[C:10]([CH2:13][O:14][C:15]2[CH:26]=[CH:25][C:18]([O:19][CH2:20][C:21]([OH:23])=[O:22])=[C:17]([CH3:27])[CH:16]=2)[S:11][CH:12]=1. The catalyst class is: 20. Reactant: [Br:1][C:2]1[CH:7]=[CH:6][CH:5]=[CH:4][C:3]=1[C:8]1[N:9]=[C:10]([CH2:13][O:14][C:15]2[CH:26]=[CH:25][C:18]([O:19][CH2:20][C:21]([O:23]C)=[O:22])=[C:17]([CH3:27])[CH:16]=2)[S:11][CH:12]=1.[Li+].[OH-].Cl.CCOC(C)=O. (4) Reactant: [NH:1]1[CH2:6][CH2:5][NH:4][CH2:3][CH2:2]1.[Cl:7][C:8]1[CH:13]=[CH:12][CH:11]=[C:10](Cl)[N:9]=1.C(=O)([O-])O.[Na+]. Product: [Cl:7][C:8]1[N:9]=[C:10]([N:1]2[CH2:6][CH2:5][NH:4][CH2:3][CH2:2]2)[CH:11]=[CH:12][CH:13]=1. The catalyst class is: 16. (5) Product: [CH:1]1([C:4]2[C:5]([O:23][CH2:24][C:25]([F:26])([F:27])[F:28])=[CH:6][C:7]([C:10]([NH:12][C:13]([CH3:16])([C:17]3[N:21]=[C:20]([CH3:22])[O:19][N:18]=3)[CH:14]=[O:15])=[O:11])=[N:8][CH:9]=2)[CH2:2][CH2:3]1. Reactant: [CH:1]1([C:4]2[C:5]([O:23][CH2:24][C:25]([F:28])([F:27])[F:26])=[CH:6][C:7]([C:10]([NH:12][C:13]([C:17]3[N:21]=[C:20]([CH3:22])[O:19][N:18]=3)([CH3:16])[CH2:14][OH:15])=[O:11])=[N:8][CH:9]=2)[CH2:3][CH2:2]1.CC(OI1(OC(C)=O)(OC(C)=O)OC(=O)C2C=CC=CC1=2)=O. The catalyst class is: 4. (6) Reactant: C[Si]([C:5]#[C:6][C:7]1[CH:22]=[CH:21][C:10]([C:11]([O:13][CH2:14][CH2:15][CH2:16][CH2:17][CH2:18][CH2:19][CH3:20])=[O:12])=[CH:9][CH:8]=1)(C)C.C(=O)([O-])[O-].[K+].[K+]. Product: [C:6]([C:7]1[CH:22]=[CH:21][C:10]([C:11]([O:13][CH2:14][CH2:15][CH2:16][CH2:17][CH2:18][CH2:19][CH3:20])=[O:12])=[CH:9][CH:8]=1)#[CH:5]. The catalyst class is: 83. (7) Product: [Br:1][C:2]1[CH:10]=[CH:9][C:5]([C:6]([N:13]([CH3:14])[CH3:12])=[O:7])=[CH:4][CH:3]=1. Reactant: [Br:1][C:2]1[CH:10]=[CH:9][C:5]([C:6](Cl)=[O:7])=[CH:4][CH:3]=1.Cl.[CH3:12][NH:13][CH3:14].C(N(CC)CC)C. The catalyst class is: 2. (8) Reactant: [C:1]([C:3]1[CH:4]=[C:5]([CH:9]=[CH:10][C:11]=1[O:12][CH:13]([CH3:15])[CH3:14])[C:6]([OH:8])=O)#[N:2].C1C=CC2N(O)N=NC=2C=1.CCN=C=NCCCN(C)C.O[NH:38][C:39]([C:41]1[CH:50]=[CH:49][CH:48]=[C:47]2[C:42]=1[CH2:43][CH2:44][CH2:45][C@@H:46]2[NH:51][C:52](=[O:58])[O:53][C:54]([CH3:57])([CH3:56])[CH3:55])=[NH:40]. Product: [C:1]([C:3]1[CH:4]=[C:5]([C:6]2[O:8][N:40]=[C:39]([C:41]3[CH:50]=[CH:49][CH:48]=[C:47]4[C:42]=3[CH2:43][CH2:44][CH2:45][C@@H:46]4[NH:51][C:52](=[O:58])[O:53][C:54]([CH3:56])([CH3:55])[CH3:57])[N:38]=2)[CH:9]=[CH:10][C:11]=1[O:12][CH:13]([CH3:15])[CH3:14])#[N:2]. The catalyst class is: 499. (9) The catalyst class is: 7. Product: [Cl:21][C:22]1[CH:23]=[C:24]([C:25]([C:13]2[CH:14]=[N:15][C:16]3[C:11]([CH:12]=2)=[CH:10][CH:9]=[CH:8][C:7]=3[Cl:6])=[O:26])[CH:28]=[CH:29][CH:30]=1. Reactant: C([Mg]Cl)(C)C.[Cl:6][C:7]1[CH:8]=[CH:9][CH:10]=[C:11]2[C:16]=1[N:15]=[CH:14][C:13](I)=[CH:12]2.[Cu]C#N.[Cl:21][C:22]1[CH:23]=[C:24]([CH:28]=[CH:29][CH:30]=1)[C:25](Cl)=[O:26]. (10) Reactant: [CH2:1]([O:3][C:4]([C:6]1[C:15](=[O:16])[C:14]2[C:9](=[C:10]([C:19]#[C:20][CH2:21][CH:22]3[CH2:26][CH2:25][CH2:24][N:23]3C(OC(C)(C)C)=O)[C:11]([F:18])=[C:12]([F:17])[CH:13]=2)[N:8]([CH:34]2[CH2:36][CH2:35]2)[CH:7]=1)=[O:5])[CH3:2].FC(F)(F)C(O)=O. Product: [CH2:1]([O:3][C:4]([C:6]1[C:15](=[O:16])[C:14]2[C:9](=[C:10]([C:19]#[C:20][CH2:21][CH:22]3[CH2:26][CH2:25][CH2:24][NH:23]3)[C:11]([F:18])=[C:12]([F:17])[CH:13]=2)[N:8]([CH:34]2[CH2:35][CH2:36]2)[CH:7]=1)=[O:5])[CH3:2]. The catalyst class is: 4.